This data is from Reaction yield outcomes from USPTO patents with 853,638 reactions. The task is: Predict the reaction yield, written as a fraction of the theoretical maximum amount of product (1.0 means a 100% yield; for example, 0.34 means a 34% yield). (1) The reactants are C(O[C:4](=[O:9])[C:5]([F:8])([F:7])[F:6])C.[NH2:10][CH2:11][CH2:12][NH:13][CH2:14][CH2:15][NH2:16]. The catalyst is C1COCC1. The product is [NH:13]([CH2:14][CH2:15][NH:16][C:4](=[O:9])[C:5]([F:6])([F:7])[F:8])[CH2:12][CH2:11][NH:10][C:4](=[O:9])[C:5]([F:8])([F:7])[F:6]. The yield is 0.890. (2) The reactants are [S:1]1[CH:5]=[CH:4][C:3]([NH:6][C:7](=O)[CH2:8][CH2:9][CH2:10][CH3:11])=[CH:2]1.[H-].[H-].[H-].[H-].[Li+].[Al+3]. The product is [CH2:7]([NH:6][C:3]1[CH:4]=[CH:5][S:1][CH:2]=1)[CH2:8][CH2:9][CH2:10][CH3:11]. The yield is 0.790. The catalyst is C1COCC1. (3) The reactants are [F:1][C:2]1[CH:7]=[CH:6][C:5]([NH:8][C:9](=[O:14])[C:10]([CH3:13])([CH3:12])[CH3:11])=[CH:4][C:3]=1[CH:15]([OH:26])[C:16]1[CH:17]=[C:18]2[C:23](=[CH:24][CH:25]=1)[N:22]=[CH:21][CH:20]=[N:19]2. The catalyst is C(Cl)Cl.O=[Mn]=O. The product is [F:1][C:2]1[CH:7]=[CH:6][C:5]([NH:8][C:9](=[O:14])[C:10]([CH3:13])([CH3:12])[CH3:11])=[CH:4][C:3]=1[C:15]([C:16]1[CH:17]=[C:18]2[C:23](=[CH:24][CH:25]=1)[N:22]=[CH:21][CH:20]=[N:19]2)=[O:26]. The yield is 0.920. (4) The reactants are [NH2:1][C:2]1[C:10]2[C:5](=[CH:6][CH:7]=[C:8]([C:11]([C:13]3[CH:18]=[C:17]([F:19])[CH:16]=[C:15]([F:20])[CH:14]=3)=[O:12])[CH:9]=2)[NH:4][N:3]=1.[F:21][C:22]([F:33])([F:32])[C:23](O[C:23](=[O:24])[C:22]([F:33])([F:32])[F:21])=[O:24]. The catalyst is O1CCCC1. The product is [F:20][C:15]1[CH:14]=[C:13]([CH:18]=[C:17]([F:19])[CH:16]=1)[C:11]([C:8]1[CH:9]=[C:10]2[C:5](=[CH:6][CH:7]=1)[NH:4][N:3]=[C:2]2[NH:1][C:23](=[O:24])[C:22]([F:33])([F:32])[F:21])=[O:12]. The yield is 0.880. (5) The reactants are [OH:1][CH2:2][CH2:3][C:4]1[CH:11]=[CH:10][C:7]([C:8]#[N:9])=[CH:6][CH:5]=1.[CH3:12][C:13]1[CH:18]=[CH:17][C:16]([S:19](Cl)(=[O:21])=[O:20])=[CH:15][CH:14]=1.C(N(CC)CC)C.O. The catalyst is O1CCCC1. The product is [CH3:12][C:13]1[CH:18]=[CH:17][C:16]([S:19]([O:1][CH2:2][CH2:3][C:4]2[CH:11]=[CH:10][C:7]([C:8]#[N:9])=[CH:6][CH:5]=2)(=[O:21])=[O:20])=[CH:15][CH:14]=1. The yield is 0.430. (6) The reactants are [N:1]1[S:2][N:3]=[C:4]2[C:9]([CH2:10][NH:11][C@@H:12]([CH3:20])[CH:13]([O:17][CH2:18][CH3:19])[O:14][CH2:15][CH3:16])=[CH:8][CH:7]=[CH:6][C:5]=12.[CH:21]1[C:33]2[CH:32]([CH2:34][O:35][C:36]([NH:38][C@@H:39]([CH2:43][C:44]3[CH:49]=[CH:48][C:47]([O:50][C:51]([CH3:54])([CH3:53])[CH3:52])=[CH:46][CH:45]=3)[C:40](O)=[O:41])=[O:37])[C:31]3[C:26](=[CH:27][CH:28]=[CH:29][CH:30]=3)[C:25]=2[CH:24]=[CH:23][CH:22]=1. No catalyst specified. The product is [N:1]1[S:2][N:3]=[C:4]2[C:9]([CH2:10][N:11]([C@@H:12]([CH3:20])[CH:13]([O:14][CH2:15][CH3:16])[O:17][CH2:18][CH3:19])[C:40](=[O:41])[C@@H:39]([NH:38][C:36](=[O:37])[O:35][CH2:34][CH:32]3[C:33]4[CH:21]=[CH:22][CH:23]=[CH:24][C:25]=4[C:26]4[C:31]3=[CH:30][CH:29]=[CH:28][CH:27]=4)[CH2:43][C:44]3[CH:49]=[CH:48][C:47]([O:50][C:51]([CH3:54])([CH3:53])[CH3:52])=[CH:46][CH:45]=3)=[CH:8][CH:7]=[CH:6][C:5]=12. The yield is 0.680. (7) The reactants are [CH3:1][CH:2]1[CH2:7][C:6](=[O:8])[CH:5]=[C:4]([C:9]2[CH:14]=[CH:13][N:12]=[CH:11][C:10]=2[N+:15]([O-:17])=[O:16])[CH2:3]1.[BH4-].[Na+]. The catalyst is CCO. The product is [CH3:1][C@@H:2]1[CH2:7][C@H:6]([OH:8])[CH:5]=[C:4]([C:9]2[CH:14]=[CH:13][N:12]=[CH:11][C:10]=2[N+:15]([O-:17])=[O:16])[CH2:3]1. The yield is 0.940. (8) The reactants are [CH:1]1([N:5]2[C:13]3[C:8](=[CH:9][CH:10]=[CH:11][CH:12]=3)[C:7]([C:14]([O:16]C)=[O:15])=[N:6]2)[CH2:4][CH2:3][CH2:2]1.[OH-].[Na+].Cl. The catalyst is C(O)C. The product is [CH:1]1([N:5]2[C:13]3[C:8](=[CH:9][CH:10]=[CH:11][CH:12]=3)[C:7]([C:14]([OH:16])=[O:15])=[N:6]2)[CH2:2][CH2:3][CH2:4]1. The yield is 0.920. (9) The reactants are [N:1]1[C:10]2[C:5](=[C:6]([NH2:11])[CH:7]=[CH:8][CH:9]=2)[N:4]=[CH:3][CH:2]=1.[N+:12]([C:15]1[CH:20]=[CH:19][CH:18]=[CH:17][C:16]=1[S:21](Cl)(=[O:23])=[O:22])([O-:14])=[O:13].N1C=CC=CC=1. The catalyst is C(Cl)Cl. The product is [N+:12]([C:15]1[CH:20]=[CH:19][CH:18]=[CH:17][C:16]=1[S:21]([NH:11][C:6]1[CH:7]=[CH:8][CH:9]=[C:10]2[C:5]=1[N:4]=[CH:3][CH:2]=[N:1]2)(=[O:23])=[O:22])([O-:14])=[O:13]. The yield is 0.560.